This data is from Catalyst prediction with 721,799 reactions and 888 catalyst types from USPTO. The task is: Predict which catalyst facilitates the given reaction. (1) Reactant: [C:1]1(=[C:7]2[CH2:12][CH2:11][CH:10]([NH:13][C:14](=[O:25])[CH2:15][C:16]3[CH:21]=[CH:20][C:19]([OH:22])=[C:18]([O:23][CH3:24])[CH:17]=3)[CH2:9][CH2:8]2)[CH2:6][CH2:5][CH2:4][CH2:3][CH2:2]1. Product: [CH:1]1([C@H:7]2[CH2:12][CH2:11][C@H:10]([NH:13][C:14](=[O:25])[CH2:15][C:16]3[CH:21]=[CH:20][C:19]([OH:22])=[C:18]([O:23][CH3:24])[CH:17]=3)[CH2:9][CH2:8]2)[CH2:6][CH2:5][CH2:4][CH2:3][CH2:2]1. The catalyst class is: 261. (2) Reactant: [F:1][C:2]1[CH:7]=[CH:6][C:5]([C:8]2[C:17]3[C:12](=[CH:13][CH:14]=[CH:15][CH:16]=3)[C:11]([N:18]3[CH2:23][CH2:22][N:21](C(OC(C)(C)C)=O)[C@@H:20]([CH3:31])[CH2:19]3)=[N:10][N:9]=2)=[CH:4][CH:3]=1.Cl.CO. The catalyst class is: 12. Product: [F:1][C:2]1[CH:3]=[CH:4][C:5]([C:8]2[C:17]3[C:12](=[CH:13][CH:14]=[CH:15][CH:16]=3)[C:11]([N:18]3[CH2:23][CH2:22][NH:21][C@@H:20]([CH3:31])[CH2:19]3)=[N:10][N:9]=2)=[CH:6][CH:7]=1.